Dataset: Peptide-MHC class I binding affinity with 185,985 pairs from IEDB/IMGT. Task: Regression. Given a peptide amino acid sequence and an MHC pseudo amino acid sequence, predict their binding affinity value. This is MHC class I binding data. (1) The peptide sequence is NFFHASLAY. The binding affinity (normalized) is 0.0847. The MHC is HLA-A02:11 with pseudo-sequence HLA-A02:11. (2) The peptide sequence is EIMRMCHE. The MHC is H-2-Kb with pseudo-sequence H-2-Kb. The binding affinity (normalized) is 0. (3) The peptide sequence is WILTHTLYR. The MHC is HLA-A02:12 with pseudo-sequence HLA-A02:12. The binding affinity (normalized) is 0.0847. (4) The peptide sequence is KTRNVIRNI. The MHC is HLA-A30:01 with pseudo-sequence HLA-A30:01. The binding affinity (normalized) is 1.00. (5) The peptide sequence is NLYDHALMSI. The MHC is HLA-A02:02 with pseudo-sequence HLA-A02:02. The binding affinity (normalized) is 0.948. (6) The peptide sequence is STVASSLVL. The MHC is Mamu-A02 with pseudo-sequence Mamu-A02. The binding affinity (normalized) is 0.767.